Dataset: Full USPTO retrosynthesis dataset with 1.9M reactions from patents (1976-2016). Task: Predict the reactants needed to synthesize the given product. (1) Given the product [OH:36][C@@H:31]1[CH2:32][CH2:33][CH2:34][CH2:35][C@H:30]1[NH:29][C:7](=[O:9])[C:6]1[CH:10]=[C:2]([C:21]2[CH:22]=[CH:23][C:18]([C:17]([F:28])([F:27])[F:16])=[CH:19][CH:20]=2)[C:3]([O:11][CH2:12][CH2:13][O:14][CH3:15])=[N:4][CH:5]=1, predict the reactants needed to synthesize it. The reactants are: Br[C:2]1[C:3]([O:11][CH2:12][CH2:13][O:14][CH3:15])=[N:4][CH:5]=[C:6]([CH:10]=1)[C:7]([OH:9])=O.[F:16][C:17]([F:28])([F:27])[C:18]1[CH:23]=[CH:22][C:21](B(O)O)=[CH:20][CH:19]=1.[NH2:29][C@@H:30]1[CH2:35][CH2:34][CH2:33][CH2:32][C@H:31]1[OH:36]. (2) Given the product [CH3:1][O:2][C:3]1[CH:4]=[C:5]2[C:9](=[CH:10][CH:11]=1)[N:8]([CH:12]([CH2:16][CH:17]([CH3:18])[CH3:19])[C:13]([OH:15])=[O:14])[C:7](=[O:20])[CH2:6]2, predict the reactants needed to synthesize it. The reactants are: [CH3:1][O:2][C:3]1[CH:4]=[C:5]2[C:9](=[CH:10][CH:11]=1)[N:8]([CH:12]([CH2:16][CH:17]([CH3:19])[CH3:18])[C:13]([OH:15])=[O:14])[C:7](=[O:20])[C:6]2=O.O.NN.